This data is from Full USPTO retrosynthesis dataset with 1.9M reactions from patents (1976-2016). The task is: Predict the reactants needed to synthesize the given product. (1) Given the product [F:23][C:24]1[CH:29]=[C:28]([F:30])[CH:27]=[CH:26][C:25]=1[NH:31][C:32]([NH:20][C:19]1[CH:21]=[CH:22][C:16]([O:15][C:6]2[C:5]3[C:10](=[CH:11][C:12]([O:13][CH3:14])=[C:3]([O:2][CH3:1])[CH:4]=3)[N:9]=[CH:8][N:7]=2)=[CH:17][CH:18]=1)=[O:33], predict the reactants needed to synthesize it. The reactants are: [CH3:1][O:2][C:3]1[CH:4]=[C:5]2[C:10](=[CH:11][C:12]=1[O:13][CH3:14])[N:9]=[CH:8][N:7]=[C:6]2[O:15][C:16]1[CH:22]=[CH:21][C:19]([NH2:20])=[CH:18][CH:17]=1.[F:23][C:24]1[CH:29]=[C:28]([F:30])[CH:27]=[CH:26][C:25]=1[N:31]=[C:32]=[O:33]. (2) Given the product [CH2:13]([N:15]1[C:21](=[O:22])[C:20]([CH3:24])([CH3:23])[C:19](=[O:25])[N:18]([CH3:26])[C:17]2[CH:27]=[C:28]([CH2:31][CH2:32][CH2:33][NH:34][CH2:47][CH2:48][N:49]3[CH:58]=[CH:57][C:56]4[C:51](=[CH:52][CH:53]=[CH:54][CH:55]=4)[C:50]3=[O:59])[CH:29]=[CH:30][C:16]1=2)[CH3:14], predict the reactants needed to synthesize it. The reactants are: [OH-].[Li+].C(O)(=O)CS.CN(C=O)C.[CH2:13]([N:15]1[C:21](=[O:22])[C:20]([CH3:24])([CH3:23])[C:19](=[O:25])[N:18]([CH3:26])[C:17]2[CH:27]=[C:28]([CH2:31][CH2:32][CH2:33][N:34]([CH2:47][CH2:48][N:49]3[CH:58]=[CH:57][C:56]4[C:51](=[CH:52][CH:53]=[CH:54][CH:55]=4)[C:50]3=[O:59])S(C3C=CC=CC=3[N+]([O-])=O)(=O)=O)[CH:29]=[CH:30][C:16]1=2)[CH3:14]. (3) Given the product [CH2:30]([N:29]([CH2:34][CH2:35][CH2:36][CH3:37])[C:28]1[CH:27]=[CH:26][C:25]([C:23]#[C:24][C:7]2[C:6]([OH:5])=[CH:15][C:14]3[C:9]([CH:8]=2)=[CH:10][CH:11]=[CH:12][CH:13]=3)=[CH:39][CH:38]=1)[CH2:31][CH2:32][CH3:33], predict the reactants needed to synthesize it. The reactants are: C([Si](C(C)C)(C(C)C)[O:5][C:6]1[CH:7]=[C:8](Br)[C:9]2[C:14]([CH:15]=1)=[CH:13][CH:12]=[CH:11][CH:10]=2)(C)C.[C:23]([C:25]1[CH:39]=[CH:38][C:28]([N:29]([CH2:34][CH2:35][CH2:36][CH3:37])[CH2:30][CH2:31][CH2:32][CH3:33])=[CH:27][CH:26]=1)#[CH:24].C1C=CC(P(C2C=CC=CC=2)C2C=CC=CC=2)=CC=1.[F-].C([N+](CCCC)(CCCC)CCCC)CCC. (4) Given the product [F:38][C:29]1[CH:30]=[CH:31][CH:32]=[C:33]([C:34]([F:35])([F:36])[F:37])[C:28]=1[C:16]1[CH:17]=[C:8]([C:5]2[CH:4]=[CH:3][C:2]([CH3:1])=[CH:7][N:6]=2)[CH:9]=[C:10]([C:11]([O:13][CH3:14])=[O:12])[CH:15]=1, predict the reactants needed to synthesize it. The reactants are: [CH3:1][C:2]1[CH:3]=[CH:4][C:5]([C:8]2[CH:9]=[C:10]([CH:15]=[C:16](B3OC(C)(C)C(C)(C)O3)[CH:17]=2)[C:11]([O:13][CH3:14])=[O:12])=[N:6][CH:7]=1.Br[C:28]1[C:33]([C:34]([F:37])([F:36])[F:35])=[CH:32][CH:31]=[CH:30][C:29]=1[F:38].C(=O)([O-])[O-].[Cs+].[Cs+].O.CN(C)C=O. (5) Given the product [F:1][C:2]1[CH:19]=[C:18]([N+:20]([O-:22])=[O:21])[CH:17]=[CH:16][C:3]=1[CH2:4][NH2:5], predict the reactants needed to synthesize it. The reactants are: [F:1][C:2]1[CH:19]=[C:18]([N+:20]([O-:22])=[O:21])[CH:17]=[CH:16][C:3]=1[CH2:4][N:5]1C(=O)C2C(=CC=CC=2)C1=O.O.NN.O.C1(C)C=CC(S(O)(=O)=O)=CC=1.C(OCC)(=O)C. (6) The reactants are: C[O-].[Na+].[NH2:4][C:5]1[N:12]=[C:11]([C:13]2[O:14][CH:15]=[CH:16][CH:17]=2)[C:10]([C:18]2[CH:23]=[CH:22][C:21](=[O:24])[NH:20][CH:19]=2)=[CH:9][C:6]=1[C:7]#[N:8].I[CH2:26][CH3:27]. Given the product [NH2:4][C:5]1[N:12]=[C:11]([C:13]2[O:14][CH:15]=[CH:16][CH:17]=2)[C:10]([C:18]2[CH:23]=[CH:22][C:21](=[O:24])[N:20]([CH2:26][CH3:27])[CH:19]=2)=[CH:9][C:6]=1[C:7]#[N:8], predict the reactants needed to synthesize it.